Dataset: Forward reaction prediction with 1.9M reactions from USPTO patents (1976-2016). Task: Predict the product of the given reaction. (1) Given the reactants C(O)C.Cl.[CH3:5][O:6][C:7]1[CH:8]=[C:9]2[C:14](=[CH:15][CH:16]=1)[CH2:13][NH:12][CH2:11][CH:10]2[N:17]1C(=O)C2C(=CC=CC=2)C1=O.O.NN, predict the reaction product. The product is: [CH3:5][O:6][C:7]1[CH:8]=[C:9]2[C:14](=[CH:15][CH:16]=1)[CH2:13][NH:12][CH2:11][CH:10]2[NH2:17]. (2) Given the reactants O[C:2]1[CH:11]=[CH:10][C:9]2[C:4](=[C:5]([OH:12])[CH:6]=[CH:7][CH:8]=2)[N:3]=1.P(Cl)(Cl)([Cl:15])=O, predict the reaction product. The product is: [Cl:15][C:2]1[CH:11]=[CH:10][C:9]2[C:4](=[C:5]([OH:12])[CH:6]=[CH:7][CH:8]=2)[N:3]=1. (3) The product is: [CH3:1][C:2]1[CH:3]=[CH:4][C:5]([S:8]([O:11][CH2:12][C@H:13]2[CH2:22][CH2:21][C:20]3[C:15](=[CH:16][CH:17]=[CH:18][CH:19]=3)[O:14]2)(=[O:10])=[O:9])=[CH:6][CH:7]=1. Given the reactants [CH3:1][C:2]1[CH:7]=[CH:6][C:5]([S:8]([O:11][CH2:12][C@H:13]2[CH:22]=[CH:21][C:20]3[C:15](=[CH:16][CH:17]=[CH:18][CH:19]=3)[O:14]2)(=[O:10])=[O:9])=[CH:4][CH:3]=1, predict the reaction product. (4) Given the reactants [OH:1][C:2]([CH3:19])([CH3:18])[CH2:3][C@H:4]1[CH2:8][O:7][C:6]([CH3:10])([CH3:9])[N:5]1[C:11]([O:13][C:14]([CH3:17])([CH3:16])[CH3:15])=[O:12].[H-].[Na+].I[CH3:23], predict the reaction product. The product is: [CH3:23][O:1][C:2]([CH3:19])([CH3:18])[CH2:3][C@H:4]1[CH2:8][O:7][C:6]([CH3:10])([CH3:9])[N:5]1[C:11]([O:13][C:14]([CH3:17])([CH3:16])[CH3:15])=[O:12]. (5) Given the reactants [S:1]1[CH:5]=[CH:4][C:3]2[CH:6]=[C:7]([CH2:10][S:11]([CH2:14][C@@H:15]([N:19]([OH:22])[CH:20]=[O:21])[CH:16]([CH3:18])[CH3:17])(=[O:13])=[O:12])[CH:8]=[CH:9][C:2]1=2.S1C=CC2C=C(CS(CC(NO)C(C)C)(=O)=O)C=CC1=2.C(OC(=O)C)(=O)C.C([O-])([O-])=O.[K+].[K+].Cl, predict the reaction product. The product is: [S:1]1[CH:5]=[CH:4][C:3]2[CH:6]=[C:7]([CH2:10][S:11]([CH2:14][C@@H:15]([N:19]([OH:22])[CH:20]=[O:21])[CH:16]([CH3:18])[CH3:17])(=[O:13])=[O:12])[CH:8]=[CH:9][C:2]1=2.